The task is: Predict the reactants needed to synthesize the given product.. This data is from Full USPTO retrosynthesis dataset with 1.9M reactions from patents (1976-2016). (1) Given the product [CH3:2][C:3]1([CH3:10])[C:8](=[O:9])[CH2:7][CH2:6][N:5]([S:11]([C:14]2[CH:20]=[CH:19][C:17]([CH3:18])=[CH:16][CH:15]=2)(=[O:13])=[O:12])[CH2:4]1, predict the reactants needed to synthesize it. The reactants are: Cl.[CH3:2][C:3]1([CH3:10])[C:8](=[O:9])[CH2:7][CH2:6][NH:5][CH2:4]1.[S:11](Cl)([C:14]1[CH:20]=[CH:19][C:17]([CH3:18])=[CH:16][CH:15]=1)(=[O:13])=[O:12].O. (2) Given the product [CH2:15]([O:12][C@H:10]([CH3:11])[CH2:9][O:8][CH2:1][C:2]1[CH:7]=[CH:6][CH:5]=[CH:4][CH:3]=1)[CH:14]=[CH2:13], predict the reactants needed to synthesize it. The reactants are: [CH2:1]([O:8][CH2:9][C@H:10]([OH:12])[CH3:11])[C:2]1[CH:7]=[CH:6][CH:5]=[CH:4][CH:3]=1.[CH2:13](Br)[CH:14]=[CH2:15].[H-].[Na+]. (3) Given the product [CH3:16][N:17]([C:18]1[CH:23]=[CH:22][CH:21]=[CH:20][CH:19]=1)[C:13]([C:4]1[C:5](=[O:12])[NH:6][C:7]([C:8]([F:9])([F:10])[F:11])=[C:2]([CH3:1])[CH:3]=1)=[O:15], predict the reactants needed to synthesize it. The reactants are: [CH3:1][C:2]1[CH:3]=[C:4]([C:13]([OH:15])=O)[C:5](=[O:12])[NH:6][C:7]=1[C:8]([F:11])([F:10])[F:9].[CH3:16][NH:17][C:18]1[CH:23]=[CH:22][CH:21]=[CH:20][CH:19]=1.O. (4) Given the product [CH3:1][O:2][C:3]1[CH:4]=[C:5]2[C:10](=[CH:11][C:12]=1[O:13][CH3:14])[N:9]=[CH:8][CH:7]=[C:6]2[O:15][C:16]1[CH:22]=[CH:21][C:19]([NH:20][C:27](=[O:33])[O:26][CH2:24][C:35]2[CH:40]=[CH:39][CH:38]=[CH:37][CH:36]=2)=[CH:18][CH:17]=1, predict the reactants needed to synthesize it. The reactants are: [CH3:1][O:2][C:3]1[CH:4]=[C:5]2[C:10](=[CH:11][C:12]=1[O:13][CH3:14])[N:9]=[CH:8][CH:7]=[C:6]2[O:15][C:16]1[CH:22]=[CH:21][C:19]([NH2:20])=[CH:18][CH:17]=1.Cl[C:24](Cl)([O:26][C:27](=[O:33])OC(Cl)(Cl)Cl)Cl.[C:35]1(CO)[CH:40]=[CH:39][CH:38]=[CH:37][CH:36]=1.C(=O)(O)[O-].[Na+]. (5) Given the product [CH3:36][O:35][C:31]1[N:30]=[C:29]([C:26]2[CH:27]=[CH:28][C:23]([C:20]3([C:17]4[N:13]5[CH2:14][CH2:15][S:16][C:10]([CH2:9][OH:8])([CH3:37])[CH2:11][C:12]5=[N:19][N:18]=4)[CH2:21][CH2:22]3)=[CH:24][CH:25]=2)[CH:34]=[CH:33][CH:32]=1, predict the reactants needed to synthesize it. The reactants are: [Si]([O:8][CH2:9][C:10]1([CH3:37])[S:16][CH2:15][CH2:14][N:13]2[C:17]([C:20]3([C:23]4[CH:28]=[CH:27][C:26]([C:29]5[CH:34]=[CH:33][CH:32]=[C:31]([O:35][CH3:36])[N:30]=5)=[CH:25][CH:24]=4)[CH2:22][CH2:21]3)=[N:18][N:19]=[C:12]2[CH2:11]1)(C(C)(C)C)(C)C.Cl. (6) Given the product [Cl:1][C:2]1[CH:7]=[CH:6][CH:5]=[C:4]([C:8]#[CH:9])[CH:3]=1, predict the reactants needed to synthesize it. The reactants are: [Cl:1][C:2]1[CH:3]=[C:4]([C:8]#[C:9]C(C)(O)C)[CH:5]=[CH:6][CH:7]=1.C(=O)([O-])[O-].[K+].[K+].C1OCCOCCOCCOCCOCCOC1. (7) Given the product [C:15]([C:19]1[CH:27]=[C:26]2[C:22]([CH:23]=[C:24]([C:28]([NH:1][C@H:2]3[CH2:7][CH2:6][CH2:5][NH:4][CH2:3]3)=[O:29])[NH:25]2)=[CH:21][CH:20]=1)([CH3:18])([CH3:16])[CH3:17], predict the reactants needed to synthesize it. The reactants are: [NH2:1][C@H:2]1[CH2:7][CH2:6][CH2:5][N:4](C(OC(C)(C)C)=O)[CH2:3]1.[C:15]([C:19]1[CH:27]=[C:26]2[C:22]([CH:23]=[C:24]([C:28](O)=[O:29])[NH:25]2)=[CH:21][CH:20]=1)([CH3:18])([CH3:17])[CH3:16].N. (8) Given the product [CH2:4]([O:7][N:8]([CH:21]1[CH2:26][N:25]([C:27]([O:29][C:30]([CH3:31])([CH3:33])[CH3:32])=[O:28])[C@H:24]([CH2:34][O:35][Si:36]([C:39]([CH3:40])([CH3:41])[CH3:42])([CH3:38])[CH3:37])[CH:23]=[C:22]1[CH2:43][C:1]#[N:2])[S:9]([C:12]1[CH:17]=[CH:16][CH:15]=[CH:14][C:13]=1[N+:18]([O-:20])=[O:19])(=[O:10])=[O:11])[CH:5]=[CH2:6], predict the reactants needed to synthesize it. The reactants are: [C-:1]#[N:2].[Na+].[CH2:4]([O:7][N:8]([CH:21]1[CH2:26][N:25]([C:27]([O:29][C:30]([CH3:33])([CH3:32])[CH3:31])=[O:28])[C@H:24]([CH2:34][O:35][Si:36]([C:39]([CH3:42])([CH3:41])[CH3:40])([CH3:38])[CH3:37])[CH:23]=[C:22]1[CH2:43]OS(C)(=O)=O)[S:9]([C:12]1[CH:17]=[CH:16][CH:15]=[CH:14][C:13]=1[N+:18]([O-:20])=[O:19])(=[O:11])=[O:10])[CH:5]=[CH2:6].